Dataset: Forward reaction prediction with 1.9M reactions from USPTO patents (1976-2016). Task: Predict the product of the given reaction. (1) Given the reactants [NH2:1][C:2]1[C:10]([O:11][CH3:12])=[CH:9][C:8]([Br:13])=[CH:7][C:3]=1[C:4]([NH2:6])=[O:5].CCN(CC)CC.[C:21](Cl)(=[O:28])[C:22]1[CH:27]=[CH:26][CH:25]=[N:24][CH:23]=1, predict the reaction product. The product is: [Br:13][C:8]1[CH:9]=[C:10]([O:11][CH3:12])[C:2]([NH:1][C:21](=[O:28])[C:22]2[CH:27]=[CH:26][CH:25]=[N:24][CH:23]=2)=[C:3]([C:4](=[O:5])[NH2:6])[CH:7]=1. (2) The product is: [O:18]=[C:17]1[N:12]([CH2:11][C:10]2[CH:27]=[CH:28][CH:29]=[C:8]([C:5]3[N:4]=[CH:3][C:2]([C:40]4[CH:39]=[N:38][N:37]([CH2:36][CH2:35][N:30]5[CH2:34][CH2:33][CH2:32][CH2:31]5)[CH:41]=4)=[CH:7][N:6]=3)[CH:9]=2)[N:13]=[C:14]([C:19]2[CH:20]=[C:21]([CH:24]=[CH:25][CH:26]=2)[C:22]#[N:23])[CH:15]=[CH:16]1. Given the reactants Br[C:2]1[CH:3]=[N:4][C:5]([C:8]2[CH:9]=[C:10]([CH:27]=[CH:28][CH:29]=2)[CH2:11][N:12]2[C:17](=[O:18])[CH:16]=[CH:15][C:14]([C:19]3[CH:20]=[C:21]([CH:24]=[CH:25][CH:26]=3)[C:22]#[N:23])=[N:13]2)=[N:6][CH:7]=1.[N:30]1([CH2:35][CH2:36][N:37]2[CH:41]=[C:40](B3OC(C)(C)C(C)(C)O3)[CH:39]=[N:38]2)[CH2:34][CH2:33][CH2:32][CH2:31]1.O.O.O.P([O-])([O-])([O-])=O.[K+].[K+].[K+].C(N(CC)CC)C, predict the reaction product. (3) Given the reactants [Cl:1][C:2]1[CH:3]=[N:4][C:5]([N:11]2[CH2:15][CH2:14][CH:13]([O:16][C:17]3[CH:22]=[CH:21][C:20]([F:23])=[CH:19][CH:18]=3)[CH2:12]2)=[C:6]([CH:10]=1)[C:7]([OH:9])=O.Cl.[NH2:25][C@H:26]([C:28]1[CH:37]=[CH:36][C:31]([C:32]([O:34][CH3:35])=[O:33])=[CH:30][CH:29]=1)[CH3:27], predict the reaction product. The product is: [Cl:1][C:2]1[CH:3]=[N:4][C:5]([N:11]2[CH2:15][CH2:14][CH:13]([O:16][C:17]3[CH:22]=[CH:21][C:20]([F:23])=[CH:19][CH:18]=3)[CH2:12]2)=[C:6]([CH:10]=1)[C:7]([NH:25][C@H:26]([C:28]1[CH:37]=[CH:36][C:31]([C:32]([O:34][CH3:35])=[O:33])=[CH:30][CH:29]=1)[CH3:27])=[O:9]. (4) Given the reactants [Cl:1][C:2]1[CH:7]=[C:6]([O:8]C)[CH:5]=[CH:4][C:3]=1[CH:10]([CH3:30])[C:11]([C:17]1[CH:18]=[CH:19][C:20]2[O:25][CH2:24][C:23](=[O:26])[N:22]([CH2:27][CH3:28])[C:21]=2[CH:29]=1)([OH:16])[C:12]([F:15])([F:14])[F:13].B(Br)(Br)Br, predict the reaction product. The product is: [Cl:1][C:2]1[CH:7]=[C:6]([OH:8])[CH:5]=[CH:4][C:3]=1[CH:10]([CH3:30])[C:11]([C:17]1[CH:18]=[CH:19][C:20]2[O:25][CH2:24][C:23](=[O:26])[N:22]([CH2:27][CH3:28])[C:21]=2[CH:29]=1)([OH:16])[C:12]([F:13])([F:14])[F:15].